Dataset: Catalyst prediction with 721,799 reactions and 888 catalyst types from USPTO. Task: Predict which catalyst facilitates the given reaction. (1) Reactant: [CH2:1]([C:4]1[CH:9]=[C:8]([CH:10]([NH2:12])[CH3:11])[CH:7]=[CH:6][C:5]=1[C:13]1[CH:18]=[C:17]([F:19])[CH:16]=[CH:15][C:14]=1[O:20][CH3:21])[CH:2]=[CH2:3].C(N(CC)CC)C.[F:29][C:30]1[CH:31]=[C:32]([S:37](Cl)(=[O:39])=[O:38])[CH:33]=[CH:34][C:35]=1[F:36]. Product: [CH2:1]([C:4]1[CH:9]=[C:8]([CH:10]([NH:12][S:37]([C:32]2[CH:33]=[CH:34][C:35]([F:36])=[C:30]([F:29])[CH:31]=2)(=[O:39])=[O:38])[CH3:11])[CH:7]=[CH:6][C:5]=1[C:13]1[CH:18]=[C:17]([F:19])[CH:16]=[CH:15][C:14]=1[O:20][CH3:21])[CH:2]=[CH2:3]. The catalyst class is: 4. (2) Reactant: N[C@@H]1CCN(C2C=CN=C(NCC(C)C)N=2)C1.[C:18]([O:22][C:23](=[O:41])[NH:24][C@@H:25]1[CH2:29][CH2:28][N:27]([C:30]2[CH:35]=[CH:34][N:33]=[C:32](NCC(C)C)[N:31]=2)[CH2:26]1)([CH3:21])([CH3:20])[CH3:19].[ClH:42]. Product: [C:18]([O:22][C:23](=[O:41])[NH:24][C@@H:25]1[CH2:29][CH2:28][N:27]([C:30]2[CH:35]=[CH:34][N:33]=[C:32]([Cl:42])[N:31]=2)[CH2:26]1)([CH3:21])([CH3:20])[CH3:19]. The catalyst class is: 5. (3) Reactant: [F:1][C:2]1[CH:7]=[CH:6][CH:5]=[CH:4][C:3]=1[C:8]1[CH:13]=[CH:12][CH:11]=[CH:10][C:9]=1[CH:14](O)[C:15]([O:17][CH3:18])=[O:16].COCCN(S(F)(F)[F:30])CCOC. Product: [F:30][CH:14]([C:9]1[CH:10]=[CH:11][CH:12]=[CH:13][C:8]=1[C:3]1[CH:4]=[CH:5][CH:6]=[CH:7][C:2]=1[F:1])[C:15]([O:17][CH3:18])=[O:16]. The catalyst class is: 4. (4) Reactant: [Cl:1][C:2]1[CH:3]=[CH:4][C:5]2[NH:11][C:10](=S)[CH:9]([CH2:13][C:14]3[S:15][C:16]([CH2:19][CH2:20][C:21]([O:23][CH3:24])=[O:22])=[CH:17][N:18]=3)[CH2:8][CH:7]([C:25]3[CH:30]=[CH:29][CH:28]=[C:27]([O:31][CH3:32])[C:26]=3[O:33][CH3:34])[C:6]=2[CH:35]=1.O.[NH2:37][NH2:38]. Product: [Cl:1][C:2]1[CH:3]=[CH:4][C:5]2[NH:11]/[C:10](=[N:37]\[NH2:38])/[CH:9]([CH2:13][C:14]3[S:15][C:16]([CH2:19][CH2:20][C:21]([O:23][CH3:24])=[O:22])=[CH:17][N:18]=3)[CH2:8][CH:7]([C:25]3[CH:30]=[CH:29][CH:28]=[C:27]([O:31][CH3:32])[C:26]=3[O:33][CH3:34])[C:6]=2[CH:35]=1. The catalyst class is: 7. (5) Reactant: [CH3:1][O:2][C:3]1[CH:12]=[C:11]2[C:6]([N:7]=[C:8]([CH3:33])[C:9](/[CH:13]=[CH:14]/[C:15]3[N:20]=[C:19]([NH:21][CH:22]4[CH2:27][CH2:26][O:25][CH2:24][CH2:23]4)[CH:18]=[C:17]([N:28]4[CH2:32][CH2:31][CH2:30][CH2:29]4)[N:16]=3)=[N:10]2)=[CH:5][CH:4]=1.[ClH:34]. Product: [ClH:34].[ClH:34].[CH3:1][O:2][C:3]1[CH:12]=[C:11]2[C:6]([N:7]=[C:8]([CH3:33])[C:9](/[CH:13]=[CH:14]/[C:15]3[N:20]=[C:19]([NH:21][CH:22]4[CH2:27][CH2:26][O:25][CH2:24][CH2:23]4)[CH:18]=[C:17]([N:28]4[CH2:32][CH2:31][CH2:30][CH2:29]4)[N:16]=3)=[N:10]2)=[CH:5][CH:4]=1.[CH3:1][O:2][C:3]1[CH:12]=[C:11]2[C:6]([N:7]=[C:8]([CH3:33])[C:9](/[CH:13]=[CH:14]/[C:15]3[N:20]=[C:19]([NH:21][CH:22]4[CH2:27][CH2:26][O:25][CH2:24][CH2:23]4)[CH:18]=[C:17]([N:28]4[CH2:32][CH2:31][CH2:30][CH2:29]4)[N:16]=3)=[N:10]2)=[CH:5][CH:4]=1. The catalyst class is: 22. (6) Reactant: [NH2:1][C:2]1[CH:7]=[CH:6][C:5]([S:8]([NH:11][C:12]2[CH:17]=[CH:16][C:15]([I:18])=[CH:14][C:13]=2[Cl:19])(=[O:10])=[O:9])=[CH:4][CH:3]=1.[I:20][C:21]1[CH:26]=[CH:25][N:24]=[C:23]([C:27](O)=[O:28])[CH:22]=1.C(Cl)CCl.C1C=NC2N(O)N=NC=2C=1. Product: [Cl:19][C:13]1[CH:14]=[C:15]([I:18])[CH:16]=[CH:17][C:12]=1[NH:11][S:8]([C:5]1[CH:6]=[CH:7][C:2]([NH:1][C:27]([C:23]2[CH:22]=[C:21]([I:20])[CH:26]=[CH:25][N:24]=2)=[O:28])=[CH:3][CH:4]=1)(=[O:10])=[O:9]. The catalyst class is: 3.